This data is from NCI-60 drug combinations with 297,098 pairs across 59 cell lines. The task is: Regression. Given two drug SMILES strings and cell line genomic features, predict the synergy score measuring deviation from expected non-interaction effect. (1) Drug 1: C1=NC2=C(N=C(N=C2N1C3C(C(C(O3)CO)O)F)Cl)N. Drug 2: CC1CCC2CC(C(=CC=CC=CC(CC(C(=O)C(C(C(=CC(C(=O)CC(OC(=O)C3CCCCN3C(=O)C(=O)C1(O2)O)C(C)CC4CCC(C(C4)OC)OCCO)C)C)O)OC)C)C)C)OC. Cell line: NCIH23. Synergy scores: CSS=18.2, Synergy_ZIP=-9.55, Synergy_Bliss=-3.94, Synergy_Loewe=-15.6, Synergy_HSA=-4.41. (2) Drug 1: CCCCCOC(=O)NC1=NC(=O)N(C=C1F)C2C(C(C(O2)C)O)O. Drug 2: CC1C(C(CC(O1)OC2CC(CC3=C2C(=C4C(=C3O)C(=O)C5=CC=CC=C5C4=O)O)(C(=O)C)O)N)O. Cell line: OVCAR-4. Synergy scores: CSS=18.8, Synergy_ZIP=-5.60, Synergy_Bliss=-2.91, Synergy_Loewe=-37.1, Synergy_HSA=-2.06. (3) Drug 1: C(CC(=O)O)C(=O)CN.Cl. Drug 2: C1CC(=O)NC(=O)C1N2C(=O)C3=CC=CC=C3C2=O. Cell line: TK-10. Synergy scores: CSS=-0.905, Synergy_ZIP=0.668, Synergy_Bliss=-0.574, Synergy_Loewe=-0.851, Synergy_HSA=-2.60. (4) Drug 1: CC1=C(C=C(C=C1)NC(=O)C2=CC=C(C=C2)CN3CCN(CC3)C)NC4=NC=CC(=N4)C5=CN=CC=C5. Drug 2: CC(C)(C#N)C1=CC(=CC(=C1)CN2C=NC=N2)C(C)(C)C#N. Cell line: U251. Synergy scores: CSS=5.42, Synergy_ZIP=-0.779, Synergy_Bliss=-0.827, Synergy_Loewe=-4.29, Synergy_HSA=-4.17. (5) Drug 1: CCC1=CC2CC(C3=C(CN(C2)C1)C4=CC=CC=C4N3)(C5=C(C=C6C(=C5)C78CCN9C7C(C=CC9)(C(C(C8N6C)(C(=O)OC)O)OC(=O)C)CC)OC)C(=O)OC.C(C(C(=O)O)O)(C(=O)O)O. Drug 2: C1=CN(C(=O)N=C1N)C2C(C(C(O2)CO)O)O.Cl. Cell line: IGROV1. Synergy scores: CSS=44.7, Synergy_ZIP=-0.682, Synergy_Bliss=1.74, Synergy_Loewe=-0.390, Synergy_HSA=4.02. (6) Drug 1: COC1=C(C=C2C(=C1)N=CN=C2NC3=CC(=C(C=C3)F)Cl)OCCCN4CCOCC4. Drug 2: C1=CN(C=N1)CC(O)(P(=O)(O)O)P(=O)(O)O. Cell line: CCRF-CEM. Synergy scores: CSS=1.28, Synergy_ZIP=-2.54, Synergy_Bliss=-6.83, Synergy_Loewe=-7.82, Synergy_HSA=-6.64. (7) Drug 1: CS(=O)(=O)C1=CC(=C(C=C1)C(=O)NC2=CC(=C(C=C2)Cl)C3=CC=CC=N3)Cl. Drug 2: CC12CCC(CC1=CCC3C2CCC4(C3CC=C4C5=CN=CC=C5)C)O. Cell line: NCI-H226. Synergy scores: CSS=3.57, Synergy_ZIP=-2.85, Synergy_Bliss=-0.328, Synergy_Loewe=-2.61, Synergy_HSA=-1.70. (8) Drug 1: COC1=CC(=CC(=C1O)OC)C2C3C(COC3=O)C(C4=CC5=C(C=C24)OCO5)OC6C(C(C7C(O6)COC(O7)C8=CC=CS8)O)O. Drug 2: CS(=O)(=O)OCCCCOS(=O)(=O)C. Cell line: SK-MEL-28. Synergy scores: CSS=14.0, Synergy_ZIP=-2.91, Synergy_Bliss=5.18, Synergy_Loewe=-24.7, Synergy_HSA=0.588.